From a dataset of Reaction yield outcomes from USPTO patents with 853,638 reactions. Predict the reaction yield, written as a fraction of the theoretical maximum amount of product (1.0 means a 100% yield; for example, 0.34 means a 34% yield). The reactants are [Br:1][C:2]1[CH:7]=[CH:6][C:5]([CH2:8][CH2:9][C:10](=[O:12])[CH3:11])=[CH:4][CH:3]=1.[Br:13]Br. The catalyst is CO. The product is [Br:13][CH2:11][C:10](=[O:12])[CH2:9][CH2:8][C:5]1[CH:4]=[CH:3][C:2]([Br:1])=[CH:7][CH:6]=1. The yield is 0.630.